This data is from Forward reaction prediction with 1.9M reactions from USPTO patents (1976-2016). The task is: Predict the product of the given reaction. (1) Given the reactants [CH3:1][C:2]1[CH:23]=[CH:22][CH:21]=[CH:20][C:3]=1[CH2:4][NH:5][C:6]([N:8]1[C:16](=[O:17])[C:15]2[C:10](=[N:11][C:12]([Cl:19])=[CH:13][C:14]=2[CH3:18])[NH:9]1)=[O:7].[CH3:24]C(C)([O-])C.[K+].IC.C(N(CC)CC)C, predict the reaction product. The product is: [CH3:1][C:2]1[CH:23]=[CH:22][CH:21]=[CH:20][C:3]=1[CH2:4][NH:5][C:6]([N:8]1[C:16](=[O:17])[C:15]2[C:10](=[N:11][C:12]([Cl:19])=[CH:13][C:14]=2[CH3:18])[N:9]1[CH3:24])=[O:7]. (2) Given the reactants C([N:3]([CH2:14][CH3:15])[C:4](=[O:13])[C:5]1[CH:10]=[CH:9][CH:8]=[C:7]([Cl:11])[C:6]=1[CH3:12])C.C(C1[CH2:23][CH2:22][N:21]([CH3:24])[CH2:20][CH2:19]1)#N, predict the reaction product. The product is: [Cl:11][C:7]1[CH:8]=[CH:9][CH:10]=[C:5]2[C:6]=1[CH:12]=[C:14]([CH:15]1[CH2:23][CH2:22][N:21]([CH3:24])[CH2:20][CH2:19]1)[NH:3][C:4]2=[O:13]. (3) Given the reactants [F:1][C:2]([F:11])([F:10])[C:3]1[S:4][CH:5]=[C:6]([CH2:8]O)[N:7]=1.S(Cl)(Cl)=O.[CH3:16][S-:17].[Na+].O, predict the reaction product. The product is: [F:1][C:2]([F:11])([F:10])[C:3]1[S:4][CH:5]=[C:6]([CH2:8][S:17][CH3:16])[N:7]=1. (4) Given the reactants [Br:1]Br.[CH2:3]([O:5][C:6]1[CH:10]=[CH:9][S:8][C:7]=1[C:11]([O:13][CH3:14])=[O:12])[CH3:4], predict the reaction product. The product is: [Br:1][C:9]1[S:8][C:7]([C:11]([O:13][CH3:14])=[O:12])=[C:6]([O:5][CH2:3][CH3:4])[CH:10]=1.[Br:1][C:10]1[C:6]([O:5][CH2:3][CH3:4])=[C:7]([C:11]([O:13][CH3:14])=[O:12])[S:8][CH:9]=1. (5) The product is: [C:9]([N:23]([C:20]1[CH:21]=[CH:22][C:17]([OH:16])=[CH:18][CH:19]=1)[CH2:24][C:25]([OH:27])=[O:26])([O:11][C:12]([CH3:13])([CH3:14])[CH3:15])=[O:10]. Given the reactants [C:9](O[C:9]([O:11][C:12]([CH3:15])([CH3:14])[CH3:13])=[O:10])([O:11][C:12]([CH3:15])([CH3:14])[CH3:13])=[O:10].[OH:16][C:17]1[CH:22]=[CH:21][C:20]([NH:23][CH2:24][C:25]([OH:27])=[O:26])=[CH:19][CH:18]=1.[OH-].[Na+], predict the reaction product. (6) The product is: [Cl:1][C:2]1[N:7]=[CH:6][C:5]2[CH:8]=[N:9][N:10]([CH2:25][O:24][CH2:23][CH2:22][Si:21]([CH3:28])([CH3:27])[CH3:20])[C:4]=2[CH:3]=1. Given the reactants [Cl:1][C:2]1[N:7]=[CH:6][C:5]2[CH:8]=[N:9][NH:10][C:4]=2[CH:3]=1.C(N(CC)C(C)C)(C)C.[CH3:20][Si:21]([CH3:28])([CH3:27])[CH2:22][CH2:23][O:24][CH2:25]Cl, predict the reaction product.